From a dataset of Reaction yield outcomes from USPTO patents with 853,638 reactions. Predict the reaction yield, written as a fraction of the theoretical maximum amount of product (1.0 means a 100% yield; for example, 0.34 means a 34% yield). (1) The reactants are [N:1]1[CH:6]=[CH:5][CH:4]=[CH:3][C:2]=1[CH2:7][O:8][C:9]1[CH:10]=[C:11]2[C:16](=[CH:17][CH:18]=1)[CH:15]=[C:14]([C:19]1[C:27]3[C:22](=[CH:23][CH:24]=[C:25]([C:28]#[N:29])[CH:26]=3)[N:21](C3CCCCO3)[N:20]=1)[CH:13]=[CH:12]2.[CH2:36]([OH:38])[CH3:37]. No catalyst specified. The product is [CH2:36]([O:38][C:28]([C:25]1[CH:26]=[C:27]2[C:22](=[CH:23][CH:24]=1)[NH:21][N:20]=[C:19]2[C:14]1[CH:13]=[CH:12][C:11]2[C:16](=[CH:17][CH:18]=[C:9]([O:8][CH2:7][C:2]3[CH:3]=[CH:4][CH:5]=[CH:6][N:1]=3)[CH:10]=2)[CH:15]=1)=[NH:29])[CH3:37]. The yield is 0.580. (2) The reactants are [Cl:1][C:2]1[C:3]([CH:21]([CH:23]2[CH2:27][CH2:26][C@@H:25]([N:28]([CH2:36][C:37]3[CH:42]=[CH:41][CH:40]=[CH:39][CH:38]=3)[CH2:29][C:30]3[CH:35]=[CH:34][CH:33]=[CH:32][CH:31]=3)[CH2:24]2)[OH:22])=[C:4]2[CH:10]=[CH:9][N:8]([Si:11]([CH:18]([CH3:20])[CH3:19])([CH:15]([CH3:17])[CH3:16])[CH:12]([CH3:14])[CH3:13])[C:5]2=[N:6][CH:7]=1.CC(OI1(OC(C)=O)(OC(C)=O)OC(=O)C2C=CC=CC1=2)=O. The catalyst is C(Cl)Cl. The product is [Cl:1][C:2]1[C:3]([C:21]([CH:23]2[CH2:27][CH2:26][C@@H:25]([N:28]([CH2:36][C:37]3[CH:38]=[CH:39][CH:40]=[CH:41][CH:42]=3)[CH2:29][C:30]3[CH:31]=[CH:32][CH:33]=[CH:34][CH:35]=3)[CH2:24]2)=[O:22])=[C:4]2[CH:10]=[CH:9][N:8]([Si:11]([CH:18]([CH3:19])[CH3:20])([CH:15]([CH3:16])[CH3:17])[CH:12]([CH3:14])[CH3:13])[C:5]2=[N:6][CH:7]=1. The yield is 0.600. (3) The reactants are [Cl:1][C:2]1[CH:7]=[CH:6][C:5]([C:8]2[C:13]([CH:14]=[O:15])=[CH:12][N:11]=[CH:10][CH:9]=2)=[C:4]([F:16])[CH:3]=1.[Si]([C:21]([F:24])([F:23])[F:22])(C)(C)C.CCCC[N+](CCCC)(CCCC)CCCC.[F-].O. The catalyst is ClCCl. The product is [Cl:1][C:2]1[CH:7]=[CH:6][C:5]([C:8]2[CH:9]=[CH:10][N:11]=[CH:12][C:13]=2[CH:14]([OH:15])[C:21]([F:24])([F:23])[F:22])=[C:4]([F:16])[CH:3]=1. The yield is 0.350. (4) The reactants are Cl[C:2]1[N:7]=[C:6]([NH:8][C:9]2[CH:14]=[CH:13][CH:12]=[C:11]([OH:15])[CH:10]=2)[C:5]([F:16])=[CH:4][N:3]=1.[NH2:17][CH2:18][CH2:19][C:20]1[C:28]2[C:23](=[CH:24][CH:25]=[CH:26][CH:27]=2)[NH:22][CH:21]=1. No catalyst specified. The product is [F:16][C:5]1[C:6]([NH:8][C:9]2[CH:14]=[CH:13][CH:12]=[C:11]([OH:15])[CH:10]=2)=[N:7][C:2]([NH:17][CH2:18][CH2:19][C:20]2[C:28]3[C:23](=[CH:24][CH:25]=[CH:26][CH:27]=3)[NH:22][CH:21]=2)=[N:3][CH:4]=1. The yield is 0.530.